This data is from Merck oncology drug combination screen with 23,052 pairs across 39 cell lines. The task is: Regression. Given two drug SMILES strings and cell line genomic features, predict the synergy score measuring deviation from expected non-interaction effect. (1) Drug 2: COC1=C2CC(C)CC(OC)C(O)C(C)C=C(C)C(OC(N)=O)C(OC)C=CC=C(C)C(=O)NC(=CC1=O)C2=O. Synergy scores: synergy=-17.6. Drug 1: CN(Cc1cnc2nc(N)nc(N)c2n1)c1ccc(C(=O)NC(CCC(=O)O)C(=O)O)cc1. Cell line: NCIH2122. (2) Drug 1: O=S1(=O)NC2(CN1CC(F)(F)F)C1CCC2Cc2cc(C=CCN3CCC(C(F)(F)F)CC3)ccc2C1. Drug 2: Cn1nnc2c(C(N)=O)ncn2c1=O. Cell line: A2058. Synergy scores: synergy=18.4. (3) Drug 1: CCN(CC)CCNC(=O)c1c(C)[nH]c(C=C2C(=O)Nc3ccc(F)cc32)c1C. Drug 2: O=C(O)C1(Cc2cccc(Nc3nccs3)n2)CCC(Oc2cccc(Cl)c2F)CC1. Cell line: SKMEL30. Synergy scores: synergy=2.91. (4) Drug 1: C#Cc1cccc(Nc2ncnc3cc(OCCOC)c(OCCOC)cc23)c1. Drug 2: COC1=C2CC(C)CC(OC)C(O)C(C)C=C(C)C(OC(N)=O)C(OC)C=CC=C(C)C(=O)NC(=CC1=O)C2=O. Cell line: NCIH2122. Synergy scores: synergy=14.0. (5) Drug 1: CC(=O)OC1C(=O)C2(C)C(O)CC3OCC3(OC(C)=O)C2C(OC(=O)c2ccccc2)C2(O)CC(OC(=O)C(O)C(NC(=O)c3ccccc3)c3ccccc3)C(C)=C1C2(C)C. Drug 2: Cn1nnc2c(C(N)=O)ncn2c1=O. Cell line: HCT116. Synergy scores: synergy=-17.2. (6) Drug 1: COc1cc(C2c3cc4c(cc3C(OC3OC5COC(C)OC5C(O)C3O)C3COC(=O)C23)OCO4)cc(OC)c1O. Drug 2: NC(=O)c1cccc2cn(-c3ccc(C4CCCNC4)cc3)nc12. Cell line: MDAMB436. Synergy scores: synergy=17.9. (7) Drug 1: CN(Cc1cnc2nc(N)nc(N)c2n1)c1ccc(C(=O)NC(CCC(=O)O)C(=O)O)cc1. Drug 2: COC1=C2CC(C)CC(OC)C(O)C(C)C=C(C)C(OC(N)=O)C(OC)C=CC=C(C)C(=O)NC(=CC1=O)C2=O. Cell line: SW837. Synergy scores: synergy=-0.0129.